Dataset: M1 muscarinic receptor antagonist screen with 61,756 compounds. Task: Binary Classification. Given a drug SMILES string, predict its activity (active/inactive) in a high-throughput screening assay against a specified biological target. (1) The drug is O=C(NC1CCN(CC1)Cc1ccccc1)Cn1nc2c(CCCC2)c1. The result is 0 (inactive). (2) The drug is O=C(N1CCCCC1)CN1CC(Oc2c1cccc2)=O. The result is 0 (inactive). (3) The drug is S(=O)(=O)(Nc1ccc(cc1)C)c1cc(C(=O)N2CCOCC2)ccc1. The result is 0 (inactive). (4) The drug is o1c2c(c(NC(=O)c3c(OC)cccc3)c1C(OCC)=O)cccc2. The result is 0 (inactive). (5) The drug is S(=O)(=O)(C1(CC1)C(=O)NCc1cc2OCOc2cc1)c1ccc(cc1)C. The result is 0 (inactive). (6) The molecule is O=c1n(nc(c2c1cccc2)C)CC(=O)NCc1cccnc1. The result is 0 (inactive). (7) The compound is s1c(nnc1NC(=O)c1cc(OC)cc(OC)c1)CCC. The result is 0 (inactive). (8) The drug is S(=O)(=O)(NCc1nc2scc(n2c1)C)N(C)C. The result is 0 (inactive). (9) The molecule is O=C(N1CCCN(CC1)c1nc2c(cc1C#N)cc(cc2C)C)c1occc1. The result is 0 (inactive). (10) The compound is S(CCC(=O)N1CCN(CC1)C(=O)c1occc1)c1ccccc1. The result is 0 (inactive).